Dataset: Forward reaction prediction with 1.9M reactions from USPTO patents (1976-2016). Task: Predict the product of the given reaction. (1) Given the reactants [Cl:1][C:2]1[CH:3]=[CH:4][C:5]2[N:11]3[CH:12]=[CH:13][CH:14]=[C:10]3[C@@H:9]([CH2:15][CH2:16][N:17]3[C:21]([CH3:22])=[C:20]([CH2:23][O:24][C:25]([CH3:31])([CH3:30])[C:26]([O:28]C)=[O:27])[N:19]=[N:18]3)[O:8][C@H:7]([C:32]3[CH:37]=[CH:36][CH:35]=[C:34]([O:38][CH3:39])[C:33]=3[O:40][CH3:41])[C:6]=2[CH:42]=1.C(=O)([O-])[O-].[K+].[K+], predict the reaction product. The product is: [Cl:1][C:2]1[CH:3]=[CH:4][C:5]2[N:11]3[CH:12]=[CH:13][CH:14]=[C:10]3[C@@H:9]([CH2:15][CH2:16][N:17]3[C:21]([CH3:22])=[C:20]([CH2:23][O:24][C:25]([CH3:30])([CH3:31])[C:26]([OH:28])=[O:27])[N:19]=[N:18]3)[O:8][C@H:7]([C:32]3[CH:37]=[CH:36][CH:35]=[C:34]([O:38][CH3:39])[C:33]=3[O:40][CH3:41])[C:6]=2[CH:42]=1. (2) Given the reactants [F:1][C:2]1[CH:7]=[CH:6][C:5]([NH:8][C:9]([C:11]2([C:14]([NH:16][C:17]3[CH:22]=[CH:21][C:20]([O:23][C:24]4[C:33]5[C:28](=[CH:29][C:30]([O:35][CH3:36])=[C:31]([OH:34])[CH:32]=5)[N:27]=[CH:26][N:25]=4)=[C:19]([F:37])[CH:18]=3)=[O:15])[CH2:13][CH2:12]2)=[O:10])=[CH:4][CH:3]=1.C1C=CC(P(C2C=CC=CC=2)C2C=CC=CC=2)=CC=1.[N:57]1([CH2:63][CH2:64][CH2:65]O)[CH2:62][CH2:61][O:60][CH2:59][CH2:58]1.CCOC(/N=N/C(OCC)=O)=O, predict the reaction product. The product is: [F:1][C:2]1[CH:3]=[CH:4][C:5]([NH:8][C:9]([C:11]2([C:14]([NH:16][C:17]3[CH:22]=[CH:21][C:20]([O:23][C:24]4[C:33]5[C:28](=[CH:29][C:30]([O:35][CH3:36])=[C:31]([O:34][CH2:65][CH2:64][CH2:63][N:57]6[CH2:62][CH2:61][O:60][CH2:59][CH2:58]6)[CH:32]=5)[N:27]=[CH:26][N:25]=4)=[C:19]([F:37])[CH:18]=3)=[O:15])[CH2:13][CH2:12]2)=[O:10])=[CH:6][CH:7]=1. (3) Given the reactants [OH:1][CH:2]1[CH2:7][CH2:6][N:5](C(OC(C)(C)C)=O)[CH2:4][CH2:3]1.[H-].[Na+].Br[CH2:18][CH2:19][CH2:20][O:21][CH3:22].[ClH:23].O1CCOCC1, predict the reaction product. The product is: [ClH:23].[CH3:22][O:21][CH2:20][CH2:19][CH2:18][O:1][CH:2]1[CH2:3][CH2:4][NH:5][CH2:6][CH2:7]1. (4) The product is: [N:11]1([C:8]2[N:7]=[C:6]([C:17]3[CH:18]=[N:19][C:20]([NH:23][CH3:24])=[N:21][CH:22]=3)[N:5]=[C:4]3[C:9]=2[N:10]=[C:2]([N:31]2[CH2:36][CH2:35][O:34][CH2:33][CH2:32]2)[N:3]3[CH2:25][CH:26]2[CH2:30][CH2:29][O:28][CH2:27]2)[CH2:16][CH2:15][O:14][CH2:13][CH2:12]1. Given the reactants Cl[C:2]1[N:3]([CH2:25][CH:26]2[CH2:30][CH2:29][O:28][CH2:27]2)[C:4]2[C:9]([N:10]=1)=[C:8]([N:11]1[CH2:16][CH2:15][O:14][CH2:13][CH2:12]1)[N:7]=[C:6]([C:17]1[CH:18]=[N:19][C:20]([NH:23][CH3:24])=[N:21][CH:22]=1)[N:5]=2.[NH:31]1[CH2:36][CH2:35][O:34][CH2:33][CH2:32]1, predict the reaction product. (5) Given the reactants [F:1][C:2]([F:20])([F:19])[CH:3]1[CH2:8][CH2:7][C:6]([C:9]2[C:10]3[N:11]([N:15]=[C:16]([NH2:18])[N:17]=3)[CH:12]=[CH:13][CH:14]=2)=[CH:5][CH2:4]1, predict the reaction product. The product is: [F:20][C:2]([F:1])([F:19])[CH:3]1[CH2:4][CH2:5][CH:6]([C:9]2[C:10]3[N:11]([N:15]=[C:16]([NH2:18])[N:17]=3)[CH:12]=[CH:13][CH:14]=2)[CH2:7][CH2:8]1.